This data is from Full USPTO retrosynthesis dataset with 1.9M reactions from patents (1976-2016). The task is: Predict the reactants needed to synthesize the given product. (1) Given the product [CH3:1][O:2][C:3]([C:5]1[CH:10]=[CH:9][C:8]([C:14]2[CH2:13][O:12][CH2:16][CH:15]=2)=[CH:7][N:6]=1)=[O:4].[CH3:1][O:2][C:3]([C:5]1[CH:10]=[CH:9][C:8]([C:13]2[O:12][CH2:16][CH2:15][CH:14]=2)=[CH:7][N:6]=1)=[O:4], predict the reactants needed to synthesize it. The reactants are: [CH3:1][O:2][C:3]([C:5]1[CH:10]=[CH:9][C:8](Br)=[CH:7][N:6]=1)=[O:4].[O:12]1[CH2:16][CH:15]=[CH:14][CH2:13]1.C([O-])(=O)C.[Na+].C(P(C(C)(C)C)C(C)(C)C)(C)(C)C. (2) Given the product [Br:9][C:5]1[N:6]=[C:7]2[N:14]([CH2:13][C:12]3[CH:11]=[C:18]([F:19])[CH:17]=[CH:16][C:15]=3[F:20])[CH2:22][CH2:23][NH:1][C:2]2=[N:3][CH:4]=1, predict the reactants needed to synthesize it. The reactants are: [NH2:1][C:2]1[C:7](Br)=[N:6][C:5]([Br:9])=[CH:4][N:3]=1.Cl[C:11]1[C:18]([F:19])=[CH:17][CH:16]=[C:15]([F:20])[C:12]=1[CH2:13][NH2:14].F[C:22]1C=CC(F)=C[C:23]=1CN. (3) The reactants are: [CH3:1][S:2]([C:5]1[CH:10]=[CH:9][C:8]([CH2:11][S:12](Cl)(=[O:14])=[O:13])=[CH:7][CH:6]=1)(=[O:4])=[O:3].[NH2:16][C:17]1[S:18][CH:19]=[CH:20][N:21]=1. Given the product [CH3:1][S:2]([C:5]1[CH:10]=[CH:9][C:8]([CH2:11][S:12]([NH:16][C:17]2[S:18][CH:19]=[CH:20][N:21]=2)(=[O:14])=[O:13])=[CH:7][CH:6]=1)(=[O:4])=[O:3], predict the reactants needed to synthesize it.